From a dataset of Forward reaction prediction with 1.9M reactions from USPTO patents (1976-2016). Predict the product of the given reaction. (1) Given the reactants [Cl:1][C:2]1[CH:10]=[CH:9][N:8]=[C:7]2[C:3]=1[CH:4]=[CH:5][NH:6]2.C(=O)([O-])[O-].[Cs+].[Cs+].Br[CH2:18][CH2:19][C:20]([O:22][CH2:23][CH3:24])=[O:21].C(=O)(O)[O-].[Na+], predict the reaction product. The product is: [Cl:1][C:2]1[CH:10]=[CH:9][N:8]=[C:7]2[N:6]([CH2:18][CH2:19][C:20]([O:22][CH2:23][CH3:24])=[O:21])[CH:5]=[CH:4][C:3]=12. (2) The product is: [CH:11]([C:14]1[CH:19]=[C:18]([N:20]2[CH2:25][CH2:24][O:23][CH2:22][CH2:21]2)[CH:17]=[C:16]([O:26][CH3:27])[C:15]=1[C:2]#[N:3])([CH3:13])[CH3:12]. Given the reactants [Cu][C:2]#[N:3].N(OC(C)(C)C)=O.[CH:11]([C:14]1[CH:19]=[C:18]([N:20]2[CH2:25][CH2:24][O:23][CH2:22][CH2:21]2)[CH:17]=[C:16]([O:26][CH3:27])[C:15]=1N)([CH3:13])[CH3:12].Cl, predict the reaction product. (3) Given the reactants FC(F)(F)C([N:5]([C:7]1[CH:12]=[CH:11][C:10](/[CH:13]=[CH:14]/[C:15]2[CH:20]=[CH:19][C:18]([C:21]([F:24])([F:23])[F:22])=[CH:17][CH:16]=2)=[CH:9][N:8]=1)[NH2:6])=O.Cl.C(=O)([O-])O.[Na+], predict the reaction product. The product is: [NH:5]([C:7]1[CH:12]=[CH:11][C:10](/[CH:13]=[CH:14]/[C:15]2[CH:20]=[CH:19][C:18]([C:21]([F:24])([F:22])[F:23])=[CH:17][CH:16]=2)=[CH:9][N:8]=1)[NH2:6]. (4) Given the reactants [OH:1][C@H:2]([CH2:6][C:7]1[CH:12]=[CH:11][CH:10]=[CH:9][CH:8]=1)[C:3]([OH:5])=[O:4].S(=O)(=O)(O)O.[CH3:18]O, predict the reaction product. The product is: [OH:1][C@H:2]([CH2:6][C:7]1[CH:12]=[CH:11][CH:10]=[CH:9][CH:8]=1)[C:3]([O:5][CH3:18])=[O:4]. (5) Given the reactants [Cl:1][C:2]1[C:3]([OH:45])=[C:4]([S:9]([N:12]([CH2:21][C:22]2[CH:23]=[C:24]([CH:34]=[C:35]([O:37][C:38]3[CH:43]=[CH:42][C:41]([F:44])=[CH:40][CH:39]=3)[CH:36]=2)[CH2:25][NH:26]C(=O)OC(C)(C)C)[CH2:13][C:14]2[CH:19]=[CH:18][C:17]([F:20])=[CH:16][CH:15]=2)(=[O:11])=[O:10])[CH:5]=[C:6]([Cl:8])[CH:7]=1.C(O)(C(F)(F)F)=O, predict the reaction product. The product is: [NH2:26][CH2:25][C:24]1[CH:23]=[C:22]([CH:36]=[C:35]([O:37][C:38]2[CH:39]=[CH:40][C:41]([F:44])=[CH:42][CH:43]=2)[CH:34]=1)[CH2:21][N:12]([CH2:13][C:14]1[CH:15]=[CH:16][C:17]([F:20])=[CH:18][CH:19]=1)[S:9]([C:4]1[CH:5]=[C:6]([Cl:8])[CH:7]=[C:2]([Cl:1])[C:3]=1[OH:45])(=[O:11])=[O:10]. (6) The product is: [CH2:17]([O:19][C:20](=[O:31])[CH:21]([CH:22]1[CH2:27][CH2:26][CH2:25][CH2:24][CH2:23]1)[C:28]([N:1]1[C:5]2[CH:6]=[CH:7][CH:8]=[CH:9][C:4]=2[N:3]=[N:2]1)=[O:29])[CH3:18]. Given the reactants [NH:1]1[C:5]2[CH:6]=[CH:7][CH:8]=[CH:9][C:4]=2[N:3]=[N:2]1.CCN(CC)CC.[CH2:17]([O:19][C:20](=[O:31])[CH:21]([C:28](Cl)=[O:29])[CH:22]1[CH2:27][CH2:26][CH2:25][CH2:24][CH2:23]1)[CH3:18], predict the reaction product.